This data is from Full USPTO retrosynthesis dataset with 1.9M reactions from patents (1976-2016). The task is: Predict the reactants needed to synthesize the given product. (1) Given the product [NH2:6][C@@H:7]1[CH2:12][CH2:11][C@H:10]([NH:13][S:14]([C:17]2[CH:18]=[CH:19][C:20]([C:23]3[CH:28]=[CH:27][C:26]([F:29])=[CH:25][C:24]=3[F:30])=[CH:21][CH:22]=2)(=[O:16])=[O:15])[CH2:9][CH2:8]1, predict the reactants needed to synthesize it. The reactants are: COC1C=C(OC)C=CC=1C[NH:6][C@@H:7]1[CH2:12][CH2:11][C@H:10]([NH:13][S:14]([C:17]2[CH:22]=[CH:21][C:20]([C:23]3[CH:28]=[CH:27][C:26]([F:29])=[CH:25][C:24]=3[F:30])=[CH:19][CH:18]=2)(=[O:16])=[O:15])[CH2:9][CH2:8]1.O. (2) Given the product [Cl:1][C:2]1[C:3]([CH3:11])=[CH:4][C:5]2[N:10]=[C:19]3[C:21]([N:8]([CH3:9])[C:6]=2[CH:7]=1)=[N:13][C:14](=[O:15])[NH:16][C:17]3=[O:18], predict the reactants needed to synthesize it. The reactants are: [Cl:1][C:2]1[CH:7]=[C:6]([NH:8][CH3:9])[C:5]([NH2:10])=[CH:4][C:3]=1[CH3:11].O.[NH:13]1[C:21](=O)[C:19](=O)[C:17](=[O:18])[NH:16][C:14]1=[O:15].B(O)(O)O. (3) Given the product [CH3:1][O:2][C:3]1[N:8]=[C:7]([CH:9]=[O:10])[CH:6]=[C:5]([CH3:13])[N:4]=1, predict the reactants needed to synthesize it. The reactants are: [CH3:1][O:2][C:3]1[N:8]=[C:7]([C:9](OC)=[O:10])[CH:6]=[C:5]([CH3:13])[N:4]=1.[H-].C([Al+]CC(C)C)C(C)C. (4) Given the product [OH:1][C@@H:2]1[CH2:18][CH:17]2[C@@:5]([CH3:24])([C@@H:6]3[C@@H:14]([CH2:15][CH2:16]2)[C@H:13]2[C@@:9]([CH3:22])([C@@H:10]([C:19]([NH:27][CH3:26])=[O:20])[CH2:11][CH2:12]2)[CH2:8][C@@H:7]3[OH:23])[CH2:4][CH2:3]1, predict the reactants needed to synthesize it. The reactants are: [OH:1][C@@H:2]1[CH2:18][CH:17]2[C@@:5]([CH3:24])([C@@H:6]3[C@@H:14]([CH2:15][CH2:16]2)[C@H:13]2[C@@:9]([CH3:22])([C@@H:10]([C:19](O)=[O:20])[CH2:11][CH2:12]2)[CH2:8][C@@H:7]3[OH:23])[CH2:4][CH2:3]1.C[CH2:26][N:27]=C=NCCCN(C)C.Cl.C1C=CC2N(O)N=NC=2C=1.CN1CCOCC1.Cl.CN. (5) Given the product [O:10]=[C:9]([N:11]1[CH2:16][CH2:15][NH:14][CH2:13][CH2:12]1)[CH2:8][O:7][C:6]1[CH:5]=[CH:4][C:3]([CH:1]=[O:2])=[CH:25][CH:24]=1, predict the reactants needed to synthesize it. The reactants are: [CH:1]([C:3]1[CH:25]=[CH:24][C:6]([O:7][CH2:8][C:9]([N:11]2[CH2:16][CH2:15][N:14](C(OC(C)(C)C)=O)[CH2:13][CH2:12]2)=[O:10])=[CH:5][CH:4]=1)=[O:2].O=C(N1CCNCC1)COC1C=C(C=CC=1)C=O.